Dataset: Full USPTO retrosynthesis dataset with 1.9M reactions from patents (1976-2016). Task: Predict the reactants needed to synthesize the given product. (1) Given the product [ClH:22].[ClH:22].[CH3:18][C:16]1[S:17][C:13]2[CH:12]=[C:11]([CH2:10][CH2:9][CH2:8][NH2:7])[CH:20]=[CH:19][C:14]=2[N:15]=1, predict the reactants needed to synthesize it. The reactants are: C(OC(=O)[NH:7][CH2:8][CH2:9][CH2:10][C:11]1[CH:20]=[CH:19][C:14]2[N:15]=[C:16]([CH3:18])[S:17][C:13]=2[CH:12]=1)(C)(C)C.[ClH:22]. (2) The reactants are: [CH2:1]([O:3][C:4]([N:6]1[C:14]2[C:9](=[CH:10][CH:11]=[CH:12][CH:13]=2)[C:8](=[O:15])[NH:7]1)=[O:5])[CH3:2].[H-].[Na+].I[CH:19]([Cl:22])[CH2:20][CH3:21].O. Given the product [CH2:1]([O:3][C:4]([N:6]1[C:14]2[C:9](=[CH:10][CH:11]=[CH:12][CH:13]=2)[C:8](=[O:15])[N:7]1[CH2:21][CH2:20][CH2:19][Cl:22])=[O:5])[CH3:2], predict the reactants needed to synthesize it. (3) Given the product [CH:1]1([C:4]2[N:9]=[C:8]([C:10]3[NH:12][O:13][C:18](=[O:19])[N:11]=3)[CH:7]=[C:6]([C:14]([F:16])([F:17])[F:15])[N:5]=2)[CH2:3][CH2:2]1, predict the reactants needed to synthesize it. The reactants are: [CH:1]1([C:4]2[N:9]=[C:8]([C:10](=[N:12][OH:13])[NH2:11])[CH:7]=[C:6]([C:14]([F:17])([F:16])[F:15])[N:5]=2)[CH2:3][CH2:2]1.[C:18](N1C=CN=C1)(N1C=CN=C1)=[O:19].CCCCCCC=CCCC.Cl. (4) Given the product [Br:1][C:2]1[CH:3]=[CH:4][C:5]2[O:10][CH2:9][CH2:8][NH:7][C:6]=2[C:12]=1[CH3:13], predict the reactants needed to synthesize it. The reactants are: [Br:1][C:2]1[CH:3]=[CH:4][C:5]2[O:10][CH2:9][C:8](=O)[NH:7][C:6]=2[C:12]=1[CH3:13]. (5) Given the product [S:5](=[O:6])(=[O:7])([O:15][CH2:11][CH2:12][CH2:13][CH3:14])[NH2:8], predict the reactants needed to synthesize it. The reactants are: C(O)=O.Cl[S:5]([N:8]=C=O)(=[O:7])=[O:6].[CH2:11]([OH:15])[CH2:12][CH2:13][CH3:14].N1C=CC=CC=1. (6) Given the product [C:11]([O:10][C:8](=[O:9])[CH:7]([C:15]1[CH:20]=[C:19]([C:21]([O:23][CH3:24])=[O:22])[CH:18]=[CH:17][C:16]=1[NH2:25])[C:6]([O:5][C:1]([CH3:4])([CH3:3])[CH3:2])=[O:28])([CH3:12])([CH3:13])[CH3:14], predict the reactants needed to synthesize it. The reactants are: [C:1]([O:5][C:6](=[O:28])[CH:7]([C:15]1[CH:20]=[C:19]([C:21]([O:23][CH3:24])=[O:22])[CH:18]=[CH:17][C:16]=1[N+:25]([O-])=O)[C:8]([O:10][C:11]([CH3:14])([CH3:13])[CH3:12])=[O:9])([CH3:4])([CH3:3])[CH3:2]. (7) Given the product [CH:10]([N:13]1[CH2:18][CH2:17][CH:16]([NH:19][S:20]([CH2:23][CH2:24][CH2:25][NH:26][C:7]([C:5]2[S:6][C:2]([Cl:1])=[CH:3][CH:4]=2)=[O:9])(=[O:21])=[O:22])[CH2:15][CH2:14]1)([CH3:12])[CH3:11], predict the reactants needed to synthesize it. The reactants are: [Cl:1][C:2]1[S:6][C:5]([C:7]([OH:9])=O)=[CH:4][CH:3]=1.[CH:10]([N:13]1[CH2:18][CH2:17][CH:16]([NH:19][S:20]([CH2:23][CH2:24][CH2:25][NH2:26])(=[O:22])=[O:21])[CH2:15][CH2:14]1)([CH3:12])[CH3:11]. (8) Given the product [CH2:1]([C:3]1([CH2:10][S:11]([NH:32][C:31]2[CH:30]=[CH:29][C:28]([O:27][CH2:26][C:24]3[C:23]4[C:18](=[CH:19][CH:20]=[CH:21][CH:22]=4)[N:17]=[C:16]([CH3:15])[CH:25]=3)=[CH:34][CH:33]=2)(=[O:13])=[O:12])[C:7](=[O:8])[NH:6][C:5](=[O:9])[NH:4]1)[CH3:2], predict the reactants needed to synthesize it. The reactants are: [CH2:1]([C:3]1([CH2:10][S:11](Cl)(=[O:13])=[O:12])[C:7](=[O:8])[NH:6][C:5](=[O:9])[NH:4]1)[CH3:2].[CH3:15][C:16]1[CH:25]=[C:24]([CH2:26][O:27][C:28]2[CH:34]=[CH:33][C:31]([NH2:32])=[CH:30][CH:29]=2)[C:23]2[C:18](=[CH:19][CH:20]=[CH:21][CH:22]=2)[N:17]=1.C(N(CC)CC)C.CC1C=C(COC2C=CC(S(Cl)(=O)=O)=CC=2)C2C(=CC=CC=2)N=1.